Dataset: Full USPTO retrosynthesis dataset with 1.9M reactions from patents (1976-2016). Task: Predict the reactants needed to synthesize the given product. Given the product [C@H:1]1([N:13]2[CH2:14][CH2:15][CH:16]([N:19]3[C:27]4[C:22](=[N:23][CH:24]=[CH:25][CH:26]=4)[N:21]([CH2:32][C:33]([O:35][CH2:36][CH3:37])=[O:34])[C:20]3=[O:28])[CH2:17][CH2:18]2)[C:11]2=[C:12]3[C:7](=[CH:8][CH:9]=[CH:10]2)[CH:6]=[CH:5][CH:4]=[C:3]3[CH2:2]1, predict the reactants needed to synthesize it. The reactants are: [C@H:1]1([N:13]2[CH2:18][CH2:17][CH:16]([N:19]3[C:27]4[C:22](=[N:23][CH:24]=[CH:25][CH:26]=4)[NH:21][C:20]3=[O:28])[CH2:15][CH2:14]2)[C:11]2=[C:12]3[C:7](=[CH:8][CH:9]=[CH:10]2)[CH:6]=[CH:5][CH:4]=[C:3]3[CH2:2]1.[H-].[Na+].Br[CH2:32][C:33]([O:35][CH2:36][CH3:37])=[O:34].